The task is: Predict the product of the given reaction.. This data is from Forward reaction prediction with 1.9M reactions from USPTO patents (1976-2016). Given the reactants [CH3:1][C:2]1([CH3:32])[C:10]2[C:5](=[CH:6][CH:7]=[C:8]([O:11][C:12]3[N:17]=[CH:16][C:15]([NH:18][C:19]([C@H:21]([NH:24]C(=O)OC(C)(C)C)[CH2:22][CH3:23])=[O:20])=[CH:14][CH:13]=3)[CH:9]=2)[CH2:4][O:3]1.C([O-])(O)=O.[Na+], predict the reaction product. The product is: [NH2:24][C@H:21]([CH2:22][CH3:23])[C:19]([NH:18][C:15]1[CH:16]=[N:17][C:12]([O:11][C:8]2[CH:9]=[C:10]3[C:5](=[CH:6][CH:7]=2)[CH2:4][O:3][C:2]3([CH3:1])[CH3:32])=[CH:13][CH:14]=1)=[O:20].